Dataset: Catalyst prediction with 721,799 reactions and 888 catalyst types from USPTO. Task: Predict which catalyst facilitates the given reaction. (1) Reactant: [F:1][C:2]1[CH:7]=[CH:6][C:5]([C:8]2[N:9]=[C:10]([C@H:13]3[CH2:25][C:24]4[C:23]5[C:18](=[CH:19][CH:20]=[CH:21][CH:22]=5)[NH:17][C:16]=4[CH:15]([C:26]([OH:28])=[O:27])[NH:14]3)[NH:11][CH:12]=2)=[CH:4][CH:3]=1.F[P-](F)(F)(F)(F)F.C[N+](C)=C(N(C)C)O[N:40]1[C:44]2[N:45]=[CH:46][CH:47]=[CH:48][C:43]=2N=N1.[OH:53]N1C2N=CC=CC=2N=N1.N1CCCC1. Product: [F:1][C:2]1[CH:3]=[CH:4][C:5]([C:8]2[N:9]=[C:10]([C@H:13]3[CH2:25][C:24]4[C:23]5[C:18](=[CH:19][CH:20]=[CH:21][CH:22]=5)[NH:17][C:16]=4[CH:15]([C:26]([OH:28])=[O:27])[NH:14]3)[NH:11][CH:12]=2)=[CH:6][CH:7]=1.[N:45]1([C:44]([NH2:40])=[O:53])[CH2:43][CH2:48][CH2:47][CH2:46]1. The catalyst class is: 2. (2) Reactant: C(OC([N:11]1[CH2:14][C:13]([CH:16]2[CH2:21][CH2:20][CH2:19][CH2:18][N:17]2[C:22]([O:24][C:25]([CH3:28])([CH3:27])[CH3:26])=[O:23])([OH:15])[CH2:12]1)=O)C1C=CC=CC=1. Product: [OH:15][C:13]1([CH:16]2[CH2:21][CH2:20][CH2:19][CH2:18][N:17]2[C:22]([O:24][C:25]([CH3:28])([CH3:27])[CH3:26])=[O:23])[CH2:12][NH:11][CH2:14]1. The catalyst class is: 43.